This data is from Aqueous solubility values for 9,982 compounds from the AqSolDB database. The task is: Regression/Classification. Given a drug SMILES string, predict its absorption, distribution, metabolism, or excretion properties. Task type varies by dataset: regression for continuous measurements (e.g., permeability, clearance, half-life) or binary classification for categorical outcomes (e.g., BBB penetration, CYP inhibition). For this dataset (solubility_aqsoldb), we predict Y. (1) The compound is Sc1ccccc1. The Y is -2.12 log mol/L. (2) The molecule is C1N2CN3CN1CN(C2)C3. The Y is 0.792 log mol/L. (3) The molecule is O=[N+]([O-])c1ccc(Cl)cc1. The Y is -2.81 log mol/L. (4) The compound is S=C=Nc1ccc(-c2ccccc2)cc1. The Y is -4.85 log mol/L. (5) The Y is -1.97 log mol/L. The compound is O=C(O)C1(O)c2ccccc2-c2ccccc21. (6) The molecule is Nc1nc(=O)[nH]c2[nH]cnc12. The Y is -3.38 log mol/L. (7) The compound is CNC(=O)c1ccc(N)cc1. The Y is -1.24 log mol/L.